Dataset: Full USPTO retrosynthesis dataset with 1.9M reactions from patents (1976-2016). Task: Predict the reactants needed to synthesize the given product. (1) Given the product [NH2:1][C:2]1[CH:11]=[C:10]([CH3:15])[CH:9]=[CH:8][C:3]=1[C:4]([O:6][CH3:7])=[O:5], predict the reactants needed to synthesize it. The reactants are: [NH2:1][C:2]1[CH:11]=[CH:10][C:9](OC)=[CH:8][C:3]=1[C:4]([O:6][CH3:7])=[O:5].N[C:15]1C=C(C)C=CC=1C(O)=O. (2) Given the product [Cl:1][C:2]1[CH:3]=[C:4]([CH:26]=[CH:27][C:28]=1[Cl:29])[CH2:5][N:6]1[CH2:11][CH2:10][O:9][C@@H:8]([CH2:12][NH:13][C:14](=[O:25])[O:15][C:16]2[CH:17]=[CH:18][C:19]([N+:22]([O-:24])=[O:23])=[CH:20][CH:21]=2)[CH2:7]1, predict the reactants needed to synthesize it. The reactants are: [Cl:1][C:2]1[CH:3]=[C:4]([CH:26]=[CH:27][C:28]=1[Cl:29])[CH2:5][N:6]1[CH2:11][CH2:10][O:9][CH:8]([CH2:12][NH:13][C:14](=[O:25])[O:15][C:16]2[CH:21]=[CH:20][C:19]([N+:22]([O-:24])=[O:23])=[CH:18][CH:17]=2)[CH2:7]1.ClC1C=C(C=CC=1Cl)CN1CCO[C@@H](CN)C1.C1C([N+]([O-])=O)=CC=C([Cl-]C([O-])=O)C=1.